This data is from Catalyst prediction with 721,799 reactions and 888 catalyst types from USPTO. The task is: Predict which catalyst facilitates the given reaction. (1) Reactant: [CH:1]1([CH:5]2[N:14]3[C:9](=[CH:10][C:11](=[O:20])[C:12]([C:15]([O:17]CC)=[O:16])=[CH:13]3)[C:8]3[CH:21]=[C:22]([O:31][CH3:32])[C:23]([O:25][CH2:26][CH2:27][CH2:28][O:29][CH3:30])=[CH:24][C:7]=3[CH2:6]2)[CH2:4][CH2:3][CH2:2]1.O[Li].O.Cl. Product: [CH:1]1([CH:5]2[N:14]3[C:9](=[CH:10][C:11](=[O:20])[C:12]([C:15]([OH:17])=[O:16])=[CH:13]3)[C:8]3[CH:21]=[C:22]([O:31][CH3:32])[C:23]([O:25][CH2:26][CH2:27][CH2:28][O:29][CH3:30])=[CH:24][C:7]=3[CH2:6]2)[CH2:2][CH2:3][CH2:4]1. The catalyst class is: 24. (2) Reactant: C1CCCCC1.C([Li])(CC)C.[F:12][C:13]1[CH:14]=[C:15]([CH2:19][CH2:20][C:21]2[CH:30]=[CH:29][C:28]3[C:23](=[CH:24][CH:25]=[CH:26][CH:27]=3)[CH:22]=2)[CH:16]=[CH:17][CH:18]=1.[I:31]I. Product: [F:12][C:13]1[CH:14]=[C:15]([CH2:19][CH2:20][C:21]2[CH:30]=[CH:29][C:28]3[C:23](=[CH:24][CH:25]=[CH:26][CH:27]=3)[CH:22]=2)[CH:16]=[CH:17][C:18]=1[I:31]. The catalyst class is: 90. (3) Reactant: [Br:1][C:2]1[C:11]2[C:6](=[CH:7][C:8]([O:12][CH3:13])=[CH:9][CH:10]=2)[CH2:5][CH2:4][C:3]=1[C:14]1[CH:19]=[CH:18][C:17]([S:20]([CH3:23])(=[O:22])=[O:21])=[CH:16][CH:15]=1.ClC1C(=O)C(C#N)=C(C#N)C(=O)C=1Cl.C(#N)C.[OH-].[Na+]. Product: [Br:1][C:2]1[C:11]2[C:6](=[CH:7][C:8]([O:12][CH3:13])=[CH:9][CH:10]=2)[CH:5]=[CH:4][C:3]=1[C:14]1[CH:19]=[CH:18][C:17]([S:20]([CH3:23])(=[O:22])=[O:21])=[CH:16][CH:15]=1. The catalyst class is: 1. (4) Reactant: Br[C:2]1[C:3]([F:10])=[C:4]([NH2:9])[CH:5]=[CH:6][C:7]=1[F:8].C([Sn](CCCC)(CCCC)[C:16]1[CH:21]=[CH:20][CH:19]=[CH:18][N:17]=1)CCC.[Cl-].[Li+]. Product: [F:10][C:3]1[C:2]([C:16]2[CH:21]=[CH:20][CH:19]=[CH:18][N:17]=2)=[C:7]([F:8])[CH:6]=[CH:5][C:4]=1[NH2:9]. The catalyst class is: 804. (5) Reactant: [NH2:1][CH:2]1[C:11]2[C:6](=[CH:7][CH:8]=[C:9]([N+:12]([O-:14])=[O:13])[CH:10]=2)[CH2:5][CH2:4][CH:3]1[OH:15].[OH-].[Na+].[C:18]1([C:27]2[CH:32]=[CH:31][CH:30]=[CH:29][CH:28]=2)[CH:23]=[CH:22][C:21]([C:24](Cl)=[O:25])=[CH:20][CH:19]=1. Product: [OH:15][CH:3]1[CH2:4][CH2:5][C:6]2[C:11](=[CH:10][C:9]([N+:12]([O-:14])=[O:13])=[CH:8][CH:7]=2)[CH:2]1[NH:1][C:24]([C:21]1[CH:22]=[CH:23][C:18]([C:27]2[CH:28]=[CH:29][CH:30]=[CH:31][CH:32]=2)=[CH:19][CH:20]=1)=[O:25]. The catalyst class is: 93. (6) Reactant: [F:1][C:2]1[CH:7]=[CH:6][C:5]([F:8])=[CH:4][C:3]=1[C@@H:9]1[C@@H:14]([NH:15][C:16](=[O:22])[O:17][C:18]([CH3:21])([CH3:20])[CH3:19])[CH2:13][CH:12]([OH:23])[CH2:11][O:10]1.C(#N)C.C(O)(=O)C.CC(O)C. Product: [F:1][C:2]1[CH:7]=[CH:6][C:5]([F:8])=[CH:4][C:3]=1[C@@H:9]1[C@@H:14]([NH:15][C:16](=[O:22])[O:17][C:18]([CH3:19])([CH3:20])[CH3:21])[CH2:13][C:12](=[O:23])[CH2:11][O:10]1. The catalyst class is: 6.